From a dataset of NCI-60 drug combinations with 297,098 pairs across 59 cell lines. Regression. Given two drug SMILES strings and cell line genomic features, predict the synergy score measuring deviation from expected non-interaction effect. (1) Drug 2: CC(C)(C1=NC(=CC=C1)N2C3=NC(=NC=C3C(=O)N2CC=C)NC4=CC=C(C=C4)N5CCN(CC5)C)O. Cell line: UACC62. Synergy scores: CSS=46.5, Synergy_ZIP=-3.25, Synergy_Bliss=-6.78, Synergy_Loewe=-7.90, Synergy_HSA=-1.98. Drug 1: CCC1=CC2CC(C3=C(CN(C2)C1)C4=CC=CC=C4N3)(C5=C(C=C6C(=C5)C78CCN9C7C(C=CC9)(C(C(C8N6C)(C(=O)OC)O)OC(=O)C)CC)OC)C(=O)OC. (2) Drug 1: CC1=CC2C(CCC3(C2CCC3(C(=O)C)OC(=O)C)C)C4(C1=CC(=O)CC4)C. Drug 2: CC1C(C(=O)NC(C(=O)N2CCCC2C(=O)N(CC(=O)N(C(C(=O)O1)C(C)C)C)C)C(C)C)NC(=O)C3=C4C(=C(C=C3)C)OC5=C(C(=O)C(=C(C5=N4)C(=O)NC6C(OC(=O)C(N(C(=O)CN(C(=O)C7CCCN7C(=O)C(NC6=O)C(C)C)C)C)C(C)C)C)N)C. Cell line: NCI-H322M. Synergy scores: CSS=8.45, Synergy_ZIP=5.45, Synergy_Bliss=5.97, Synergy_Loewe=0.495, Synergy_HSA=1.60. (3) Drug 1: C1=CN(C(=O)N=C1N)C2C(C(C(O2)CO)O)O.Cl. Drug 2: CC1=C(C(CCC1)(C)C)C=CC(=CC=CC(=CC(=O)O)C)C. Cell line: MDA-MB-231. Synergy scores: CSS=20.4, Synergy_ZIP=-0.986, Synergy_Bliss=0.763, Synergy_Loewe=-10.3, Synergy_HSA=0.790. (4) Drug 1: C1=CC(=C2C(=C1NCCNCCO)C(=O)C3=C(C=CC(=C3C2=O)O)O)NCCNCCO. Drug 2: CC1=C(C=C(C=C1)C(=O)NC2=CC(=CC(=C2)C(F)(F)F)N3C=C(N=C3)C)NC4=NC=CC(=N4)C5=CN=CC=C5. Cell line: SW-620. Synergy scores: CSS=38.6, Synergy_ZIP=5.34, Synergy_Bliss=5.10, Synergy_Loewe=-17.7, Synergy_HSA=2.50.